Dataset: Aqueous solubility values for 9,982 compounds from the AqSolDB database. Task: Regression/Classification. Given a drug SMILES string, predict its absorption, distribution, metabolism, or excretion properties. Task type varies by dataset: regression for continuous measurements (e.g., permeability, clearance, half-life) or binary classification for categorical outcomes (e.g., BBB penetration, CYP inhibition). For this dataset (solubility_aqsoldb), we predict Y. (1) The compound is CN(CCO)C(=O)COC(=O)c1ccccc1. The Y is -1.09 log mol/L. (2) The molecule is O=C(O)CC1(O)CC(=O)N(c2ccccc2)C1=O. The Y is -0.680 log mol/L. (3) The compound is C[C@H](CCC(=O)O)[C@H]1CC[C@H]2[C@@H]3CC[C@@H]4C[C@H](O)CC[C@]4(C)[C@H]3C[C@H](O)[C@@]21C. The Y is -3.95 log mol/L. (4) The compound is O=C(Nc1ccccc1SSc1ccccc1NC(=O)c1ccccc1)c1ccccc1. The Y is -6.98 log mol/L. (5) The drug is O=C1CCCCCCCCN1. The Y is -1.07 log mol/L. (6) The molecule is O=S(=O)([O-])c1cc(Nc2nc(NCCO)nc(Nc3ccccc3)n2)ccc1/C=C/c1ccc(Nc2nc(NCCO)nc(Nc3ccccc3)n2)cc1S(=O)(=O)[O-].[Na+].[Na+]. The Y is -1.46 log mol/L. (7) The molecule is CCCCOC(=O)N(C)SN(C)C(=O)Oc1cccc2c1OC(C)(C)C2. The Y is -4.54 log mol/L. (8) The molecule is CSc1ccc2c(c1)N(CCC1CCCCN1C)c1ccccc1S2. The Y is -5.82 log mol/L. (9) The Y is -1.49 log mol/L. The molecule is Cc1ccc(N)c(S(=O)(=O)O)c1. (10) The drug is CCOC(=O)C(C)(C(=O)NC(=O)NC)C1=CCCCC1. The Y is -3.00 log mol/L.